Dataset: Peptide-MHC class II binding affinity with 134,281 pairs from IEDB. Task: Regression. Given a peptide amino acid sequence and an MHC pseudo amino acid sequence, predict their binding affinity value. This is MHC class II binding data. (1) The peptide sequence is VAATAANAAPANDKF. The MHC is HLA-DQA10501-DQB10301 with pseudo-sequence HLA-DQA10501-DQB10301. The binding affinity (normalized) is 0.609. (2) The peptide sequence is GEVLNALAYDVPIPG. The MHC is DRB1_1302 with pseudo-sequence DRB1_1302. The binding affinity (normalized) is 0.661. (3) The peptide sequence is AFEGVFGHLAATAVP. The MHC is DRB1_0405 with pseudo-sequence DRB1_0405. The binding affinity (normalized) is 0.525. (4) The peptide sequence is DHPGYELENDNQLLY. The MHC is HLA-DQA10301-DQB10302 with pseudo-sequence HLA-DQA10301-DQB10302. The binding affinity (normalized) is 0.199. (5) The peptide sequence is AAGTYVAADAAAASS. The binding affinity (normalized) is 0. The MHC is HLA-DQA10102-DQB10502 with pseudo-sequence HLA-DQA10102-DQB10502. (6) The peptide sequence is EKKYEAATQFEPLAA. The MHC is HLA-DQA10501-DQB10201 with pseudo-sequence HLA-DQA10501-DQB10201. The binding affinity (normalized) is 0.365. (7) The peptide sequence is AFKVAATAATAAPAN. The MHC is DRB1_1001 with pseudo-sequence DRB1_1001. The binding affinity (normalized) is 0.815. (8) The peptide sequence is FTFSPRRHWTTQGCNCSIYP. The MHC is DRB1_0301 with pseudo-sequence DRB1_0301. The binding affinity (normalized) is 0.0195. (9) The peptide sequence is KPTAAGPKDNGGACG. The binding affinity (normalized) is 0.0211. The MHC is HLA-DQA10301-DQB10302 with pseudo-sequence HLA-DQA10301-DQB10302.